This data is from Reaction yield outcomes from USPTO patents with 853,638 reactions. The task is: Predict the reaction yield, written as a fraction of the theoretical maximum amount of product (1.0 means a 100% yield; for example, 0.34 means a 34% yield). (1) The reactants are [C:1]([C:3]1[C:11]2[C:6](=[CH:7][C:8]([O:12]C)=[CH:9][CH:10]=2)[N:5]([CH2:14][CH3:15])[C:4]=1[C:16]#[C:17][C:18]1[CH:23]=[CH:22][C:21]([NH:24][C:25]([CH:27]2[CH2:29][CH2:28]2)=[O:26])=[CH:20][CH:19]=1)#[N:2].B(Br)(Br)Br. No catalyst specified. The product is [C:1]([C:3]1[C:11]2[C:6](=[CH:7][C:8]([OH:12])=[CH:9][CH:10]=2)[N:5]([CH2:14][CH3:15])[C:4]=1[C:16]#[C:17][C:18]1[CH:19]=[CH:20][C:21]([NH:24][C:25]([CH:27]2[CH2:28][CH2:29]2)=[O:26])=[CH:22][CH:23]=1)#[N:2]. The yield is 0.540. (2) The reactants are O[CH2:2][CH2:3][CH:4]1[CH2:9][CH2:8][CH2:7][CH2:6][N:5]1[C:10]([O:12][C:13]([CH3:16])([CH3:15])[CH3:14])=[O:11].C1(P(C2C=CC=CC=2)C2C=CC=CC=2)C=CC=CC=1.[Cl:36]CC1CCN(C(OC(C)(C)C)=O)CC1. The catalyst is C(Cl)(Cl)(Cl)Cl. The product is [Cl:36][CH2:2][CH2:3][CH:4]1[CH2:9][CH2:8][CH2:7][CH2:6][N:5]1[C:10]([O:12][C:13]([CH3:16])([CH3:15])[CH3:14])=[O:11]. The yield is 0.900. (3) The reactants are O1[C:5]2([CH2:10][CH2:9][CH:8]([N:11]3[C:16](=[O:17])[C:15]([CH2:18][C:19]4[CH:24]=[CH:23][C:22]([C:25]5[C:26]([C:31]#[N:32])=[CH:27][CH:28]=[CH:29][CH:30]=5)=[CH:21][CH:20]=4)=[C:14]([CH2:33][CH2:34][CH3:35])[N:13]4[N:36]=[C:37]([CH3:39])[N:38]=[C:12]34)[CH2:7][CH2:6]2)[O:4]CC1.Cl.O1CCCC1. The catalyst is C(OCC)(=O)C. The product is [CH3:39][C:37]1[N:38]=[C:12]2[N:11]([CH:8]3[CH2:7][CH2:6][C:5](=[O:4])[CH2:10][CH2:9]3)[C:16](=[O:17])[C:15]([CH2:18][C:19]3[CH:20]=[CH:21][C:22]([C:25]4[C:26]([C:31]#[N:32])=[CH:27][CH:28]=[CH:29][CH:30]=4)=[CH:23][CH:24]=3)=[C:14]([CH2:33][CH2:34][CH3:35])[N:13]2[N:36]=1. The yield is 0.800. (4) The reactants are [Br:1][C:2]1[CH:3]=[C:4]([CH:9]([C:12]2[C:17]([CH:18]([CH3:20])[CH3:19])=[C:16]([O:21][CH3:22])[N:15]=[C:14]([O:23][CH3:24])[N:13]=2)C#N)[CH:5]=[C:6]([CH3:8])[CH:7]=1.[H-].[Na+].CN(C=[O:31])C. No catalyst specified. The product is [Br:1][C:2]1[CH:3]=[C:4]([C:9]([C:12]2[C:17]([CH:18]([CH3:20])[CH3:19])=[C:16]([O:21][CH3:22])[N:15]=[C:14]([O:23][CH3:24])[N:13]=2)=[O:31])[CH:5]=[C:6]([CH3:8])[CH:7]=1. The yield is 0.890. (5) The reactants are [Br:1][C:2]1[N:7]=[C:6]2[NH:8][CH:9]=[C:10]([CH:11]=[O:12])[C:5]2=[CH:4][CH:3]=1.[H-].[Na+].[F:15][C:16]1[CH:17]=[C:18]([S:22](Cl)(=[O:24])=[O:23])[CH:19]=[CH:20][CH:21]=1. The catalyst is CN(C)C=O. The product is [Br:1][C:2]1[N:7]=[C:6]2[N:8]([S:22]([C:18]3[CH:19]=[CH:20][CH:21]=[C:16]([F:15])[CH:17]=3)(=[O:24])=[O:23])[CH:9]=[C:10]([CH:11]=[O:12])[C:5]2=[CH:4][CH:3]=1. The yield is 0.784. (6) The reactants are [C:1]1([CH:7]([OH:10])[CH2:8][OH:9])[CH:6]=[CH:5][CH:4]=[CH:3][CH:2]=1.[CH:11](=O)[CH3:12]. The catalyst is C1(C)C=CC(S(O)(=O)=O)=CC=1.CCOCC. The product is [CH3:11][CH:12]1[O:10][CH:7]([C:1]2[CH:6]=[CH:5][CH:4]=[CH:3][CH:2]=2)[CH2:8][O:9]1. The yield is 0.783.